This data is from Forward reaction prediction with 1.9M reactions from USPTO patents (1976-2016). The task is: Predict the product of the given reaction. (1) Given the reactants F[C:2]1[CH:7]=[CH:6][C:5]([N+:8]([O-])=O)=[CH:4][C:3]=1[CH2:11][OH:12].[NH:13]1[CH2:17][CH2:16][C@@H:15]([NH:18][C:19](=[O:25])[O:20][C:21]([CH3:24])([CH3:23])[CH3:22])[CH2:14]1, predict the reaction product. The product is: [NH2:8][C:5]1[CH:6]=[CH:7][C:2]([N:13]2[CH2:17][CH2:16][C@@H:15]([NH:18][C:19](=[O:25])[O:20][C:21]([CH3:23])([CH3:22])[CH3:24])[CH2:14]2)=[C:3]([CH2:11][OH:12])[CH:4]=1. (2) The product is: [CH:13]1([C:16]2[CH:17]=[C:18]([CH3:28])[C:19]([N:22]3[CH2:23][CH2:24][N:25]([C:4]([C:3]4[CH:7]=[CH:8][C:9]([I:11])=[CH:10][C:2]=4[F:1])=[O:6])[CH2:26][CH2:27]3)=[N:20][CH:21]=2)[CH2:15][CH2:14]1. Given the reactants [F:1][C:2]1[CH:10]=[C:9]([I:11])[CH:8]=[CH:7][C:3]=1[C:4]([OH:6])=O.Cl.[CH:13]1([C:16]2[CH:17]=[C:18]([CH3:28])[C:19]([N:22]3[CH2:27][CH2:26][NH:25][CH2:24][CH2:23]3)=[N:20][CH:21]=2)[CH2:15][CH2:14]1, predict the reaction product. (3) Given the reactants C(OC(=O)[NH:7][C:8]1[CH:13]=[C:12]([N:14]([CH3:16])[CH3:15])[C:11]([C:17]([F:20])([F:19])[F:18])=[CH:10][C:9]=1[NH:21][C:22](=[O:40])[CH2:23][C:24]([C:26]1[CH:31]=[CH:30][CH:29]=[C:28]([C:32]2[CH:37]=[C:36]([CH3:38])[N:35]=[C:34]([CH3:39])[CH:33]=2)[CH:27]=1)=O)(C)(C)C.C(O)(C(F)(F)F)=O, predict the reaction product. The product is: [CH3:15][N:14]([CH3:16])[C:12]1[C:11]([C:17]([F:20])([F:19])[F:18])=[CH:10][C:9]2[NH:21][C:22](=[O:40])[CH2:23][C:24]([C:26]3[CH:31]=[CH:30][CH:29]=[C:28]([C:32]4[CH:33]=[C:34]([CH3:39])[N:35]=[C:36]([CH3:38])[CH:37]=4)[CH:27]=3)=[N:7][C:8]=2[CH:13]=1. (4) Given the reactants [CH3:1][C:2]1[CH:7]=[C:6]([N:8]2[CH2:13][CH2:12][O:11][CH2:10][CH2:9]2)[CH:5]=[C:4]([CH3:14])[C:3]=1[C:15]1[NH:16][C:17]2[CH:23]=[C:22]([C:24]([NH:26][NH:27][C:28](=O)[C:29]3[CH:34]=[CH:33][C:32]([Cl:35])=[CH:31][CH:30]=3)=[O:25])[CH:21]=[CH:20][C:18]=2[N:19]=1.[OH-].COC(NS([N+](CC)(CC)CC)(=O)=O)=O, predict the reaction product. The product is: [Cl:35][C:32]1[CH:31]=[CH:30][C:29]([C:28]2[O:25][C:24]([C:22]3[CH:21]=[CH:20][C:18]4[N:19]=[C:15]([C:3]5[C:2]([CH3:1])=[CH:7][C:6]([N:8]6[CH2:13][CH2:12][O:11][CH2:10][CH2:9]6)=[CH:5][C:4]=5[CH3:14])[NH:16][C:17]=4[CH:23]=3)=[N:26][N:27]=2)=[CH:34][CH:33]=1. (5) Given the reactants C(OC([N:11]1[CH2:15][CH:14]([O:16][C:17](=[O:19])[CH3:18])[CH2:13][CH:12]1[CH2:20][C:21]1[C:29]2[C:24](=[CH:25][C:26]([F:30])=[CH:27][CH:28]=2)[NH:23][C:22]=1[C:31]1[NH:32][C:33]2[C:38]([C:39]=1[CH2:40][CH:41]1[CH2:45][CH:44]([O:46][C:47](=[O:49])[CH3:48])[CH2:43][N:42]1C(OCC1C=CC=CC=1)=O)=[CH:37][CH:36]=[C:35]([F:60])[CH:34]=2)=O)C1C=CC=CC=1, predict the reaction product. The product is: [C:17]([O:16][CH:14]1[CH2:15][NH:11][CH:12]([CH2:20][C:21]2[C:29]3[C:24](=[CH:25][C:26]([F:30])=[CH:27][CH:28]=3)[NH:23][C:22]=2[C:31]2[NH:32][C:33]3[C:38]([C:39]=2[CH2:40][CH:41]2[NH:42][CH2:43][CH:44]([O:46][C:47](=[O:49])[CH3:48])[CH2:45]2)=[CH:37][CH:36]=[C:35]([F:60])[CH:34]=3)[CH2:13]1)(=[O:19])[CH3:18]. (6) Given the reactants [NH2-].[Na+].Cl.[F:4][C:5]1[CH:10]=[CH:9][C:8]([NH:11][NH2:12])=[CH:7][CH:6]=1.Br[CH2:14][C:15]1[CH:20]=[CH:19][C:18]([C:21]([F:24])([F:23])[F:22])=[C:17]([F:25])[CH:16]=1, predict the reaction product. The product is: [F:25][C:17]1[CH:16]=[C:15]([CH:20]=[CH:19][C:18]=1[C:21]([F:22])([F:23])[F:24])[CH2:14][N:11]([C:8]1[CH:9]=[CH:10][C:5]([F:4])=[CH:6][CH:7]=1)[NH2:12]. (7) Given the reactants [N:1]1[CH:6]=[CH:5][CH:4]=[C:3]([C:7]2[N:12]=[CH:11][C:10]([C:13]([OH:15])=O)=[CH:9][N:8]=2)[CH:2]=1.CN(C(ON1N=NC2C=CC(=CC1=2)Cl)=[N+](C)C)C.F[P-](F)(F)(F)(F)F.CCN(C(C)C)C(C)C.[F:50][C:51]1[CH:52]=[C:53]2[C:57](=[CH:58][CH:59]=1)[N:56]([NH2:60])[CH:55]=[C:54]2[CH3:61], predict the reaction product. The product is: [F:50][C:51]1[CH:52]=[C:53]2[C:57](=[CH:58][CH:59]=1)[N:56]([NH:60][C:13]([C:10]1[CH:11]=[N:12][C:7]([C:3]3[CH:2]=[N:1][CH:6]=[CH:5][CH:4]=3)=[N:8][CH:9]=1)=[O:15])[CH:55]=[C:54]2[CH3:61].